From a dataset of Experimentally validated miRNA-target interactions with 360,000+ pairs, plus equal number of negative samples. Binary Classification. Given a miRNA mature sequence and a target amino acid sequence, predict their likelihood of interaction. (1) The miRNA is hsa-miR-509-5p with sequence UACUGCAGACAGUGGCAAUCA. The protein sequence of the target gene is MAQTVPPCELPCKEYDVARNTGAYTSSGLATASFRTSKYLLEEWFQNCYARYHQAFADRDQSERQRHESQQLATETQALAQRTQQDSTRTVGERLQDTHSWKSELQREMEALAAETNLLLAQKQRLERALDATEVPFSITTDNLQCRERREHPNLVRDHVETELLKEAELIRNIQELLKRTIMQAVSQIRLNREHKETCEMDWSDKMEAYNIDETCGRHHSQSTEVQAHPYSTTFQESASTPETRAKFTQDNLCRAQRERLASANLRVLVDCILRDTSEDLRLQCDAVNLAFGRRCEELE.... Result: 0 (no interaction). (2) The miRNA is hsa-miR-519d-5p with sequence CCUCCAAAGGGAAGCGCUUUCUGUU. The protein sequence of the target gene is MVAAGAGVTRLLVLLLMVAAAPSRARGSGCRVGASARGTGADGREAEGCGTVALLLEHSFELGDGANFQKRGLLLWNQQDGTLSATQRQLSEEERGRLRDVAAVNGLYRVRVPRRPGTLDGSEAGGHVSSFVPACSLVESHLSDQLTLHVDVAGNVVGLSVVVYPGGCRGSEVEDEDLELFNTSVQLRPPSTAPGPETAAFIERLEMEQAQKAKNPQEQKSFFAKYWMYIIPVVLFLMMSGAPDAGGQGGGGGGGSSR. Result: 0 (no interaction). (3) The miRNA is hsa-miR-548am-3p with sequence CAAAAACUGCAGUUACUUUUGU. The protein sequence of the target gene is MESNYSIHLNGSEVVVYDSTISRVLWILSMVVVSITFFLGVLGNGLVIWVAGFRMPHTVTTIWYLNLALADFSFTATLPFLLVEMAMKEKWPFGWFLCKLVHIVVDVNLFGSVFLIALIALDRCICVLHPVWAQNHRTVSLARKVVVGPWIFALILTLPIFIFLTTVRIPGGDVYCTFNFGSWAQTDEEKLNTAITFVTTRGIIRFLIGFSMPMSIVAVCYGLIAVKINRRNLVNSSRPLRVLTAVVASFFICWFPFQLVALLGTVWFKETLLSGSYKILDMFVNPTSSLAYFNSCLNPM.... Result: 0 (no interaction). (4) The miRNA is hsa-miR-519d-3p with sequence CAAAGUGCCUCCCUUUAGAGUG. The protein sequence of the target gene is MAAGAVFLALSAQLLQARLMKEESPVVSWRLEPEDGTALCFIF. Result: 1 (interaction). (5) The miRNA is hsa-miR-6499-5p with sequence UCGGGCGCAAGAGCACUGCAGU. The protein sequence of the target gene is MDCCASRGCSVPTGPATTICSSDKSCRCGVCLPSTCPHTVWLLEPTCCDNCPPPCHIPQPCVPTCFLLNSCQPTPGLETLNLTTFTQPCCEPCLPRGC. Result: 0 (no interaction). (6) Result: 0 (no interaction). The miRNA is hsa-miR-3193 with sequence UCCUGCGUAGGAUCUGAGGAGU. The protein sequence of the target gene is MMELPLCGRGLILSLIFLLLKLSAAEIPLSVQQVPTIVKQSYVQVAFPFDEYFQIECEAKGNPEPIFSWTKDDKPFDLSDPRIIAANNSGTFKIPNEGHISHFQGKYRCFASNRLGTAVSEEIEFIVPGVPKFPKEKIEPIDVEEGDSIVLPCNPPKGLPPLHIYWMNIELEHIEQDERVYMSQRGDLYFANVEENDSRNDYCCFAAFPKLRTIVQKMPMKLTVNSSNSIKQRKPKLLLPPAQMGSLSAKTVLKGDTLLLECFAEGLPTPHIQWSKPGSELPEGRATIEVHEKTLKIENI.... (7) The miRNA is cel-miR-240-3p with sequence UACUGGCCCCCAAAUCUUCGCU. The protein sequence of the target gene is MSVGRRKLALLWALALALACTRHTGHAQDGSSESSYKHHPALSPIARGPSGVPLRGATVFPSLRTIPVVRASNPAHNGRVCSTWGSFHYKTFDGDVFRFPGLCNYVFSEHCGAAYEDFNIQLRRSQESAAPTLSRVLMKVDGVVIQLTKGSVLVNGHPVLLPFSQSGVLIQQSSSYTKVEARLGLVLMWNHDDSLLLELDTKYANKTCGLCGDFNGMPVVSELLSHNTKLTPMEFGNLQKMDDPTDQCQDPVPEPPRNCSTGFGICEELLHGQLFSGCVALVDVGSYLEACRQDLCFCED.... Result: 0 (no interaction). (8) The miRNA is cel-miR-83-3p with sequence UAGCACCAUAUAAAUUCAGUAA. The protein sequence of the target gene is MERIPSAQPPPTCLPKAPGLEPGDLSGMDFAHMYQVYKSRRGIKRSEDSKETYKLPHRLIEKKRRDRINECIAQLKDLLPEHLKLTTLGHLEKAVVLELTLKHVKALTNLIDQQQQKIIALQSGLQAGDLSGRNVEAGQEMFCSGFQTCAREVLQYLAKHENTRDLKSSQLVTHLHRVVSELLQGGTSRKPSDPAPKAMDFKEKPSSLAKGSEGPGKNCVPVIQRTFAHSSGEQSGSDTDTDSGYGGESEKSELRVEQPYFKSDHGRRFTMGERISAIKQESEEPPMKKSRMQLSDDEGP.... Result: 0 (no interaction). (9) The miRNA is hsa-miR-4745-5p with sequence UGAGUGGGGCUCCCGGGACGGCG. The protein sequence of the target gene is MATPTESELASPIPQTNPGSYEELHRKARDVFPTCFEGAKLMVNKGLSSHFQVSHTLSLSAMNTGYRFGATYVGTNQVGPAEAYPILLGDTDVNGNTTATILHQLGIYRTKLQGQIQQGKLAGAQATIERKGRLSTLGLTLANIDLVNEAGILVGQFLRRLTPRLDVGTEMVYQYGKNIPGGQISVLSYAARYTANHFIAAATLGASGVHLTYYHKQNENLAFGVEFECNANVGEAVTTLAYQTELPEEGVTMRASFDTNWTVGGVFEKRLSQQLPFTLALSGTLNHVKAAGKFGIGLII.... Result: 0 (no interaction). (10) The miRNA is hsa-miR-6501-5p with sequence AGUUGCCAGGGCUGCCUUUGGU. The protein sequence of the target gene is MSLWVDKYRPCSLGRLDYHKEQAAQLRNLVQCGDFPHLLVYGPSGAGKKTRIMCILRELYGVGVEKLRIEHQTITTPSKKKIEISTIASNYHLEVNPSDAGNSDRVVIQEMLKTVAQSQQLETNSQRDFKVVLLTEVDKLTKDAQHALRRTMEKYMSTCRLILCCNSTSKVIPPIRSRCLAVRVPAPSIEDICHVLSTVCKKEGLNLPSQLAHRLAEKSCRNLRKALLMCEACRVQQYPFTADQEIPETDWEVYLRETANAIVSQQTPQRLLEVRGRLYELLTHCIPPEIIMKGLLSELL.... Result: 0 (no interaction).